This data is from Blood-brain barrier permeability classification from the B3DB database. The task is: Regression/Classification. Given a drug SMILES string, predict its absorption, distribution, metabolism, or excretion properties. Task type varies by dataset: regression for continuous measurements (e.g., permeability, clearance, half-life) or binary classification for categorical outcomes (e.g., BBB penetration, CYP inhibition). Dataset: b3db_classification. The molecule is CCCCOCC(CN1C(=O)NC(=O)C(CC)(c2ccccc2)C1=O)OC(N)=O. The result is 1 (penetrates BBB).